Dataset: Reaction yield outcomes from USPTO patents with 853,638 reactions. Task: Predict the reaction yield, written as a fraction of the theoretical maximum amount of product (1.0 means a 100% yield; for example, 0.34 means a 34% yield). (1) The reactants are [Br:1][C:2]1[CH:3]=[CH:4][C:5]2[O:14][CH2:13][CH2:12][C:11]3[C:7](=[N:8][NH:9][CH:10]=3)[C:6]=2[CH:15]=1.[CH:16]([N:19]1[CH:23]=[N:22][N:21]=[C:20]1S(C)(=O)=O)([CH3:18])[CH3:17].C(=O)([O-])[O-].[Cs+].[Cs+]. The catalyst is C1COCC1. The product is [Br:1][C:2]1[CH:3]=[CH:4][C:5]2[O:14][CH2:13][CH2:12][C:11]3[C:7](=[N:8][N:9]([C:20]4[N:19]([CH:16]([CH3:18])[CH3:17])[CH:23]=[N:22][N:21]=4)[CH:10]=3)[C:6]=2[CH:15]=1. The yield is 0.430. (2) The reactants are [F:1][C:2]1[CH:6]=[N:5][N:4]([CH3:7])[C:3]=1[C:8]1[CH:9]=[C:10]([NH2:16])[CH:11]=[CH:12][C:13]=1[O:14][CH3:15].[F:17][C:18]1[CH:23]=[CH:22][C:21]([N:24]=[C:25]=[O:26])=[CH:20][CH:19]=1. The catalyst is C(Cl)Cl. The product is [F:1][C:2]1[CH:6]=[N:5][N:4]([CH3:7])[C:3]=1[C:8]1[CH:9]=[C:10]([NH:16][C:25]([NH:24][C:21]2[CH:22]=[CH:23][C:18]([F:17])=[CH:19][CH:20]=2)=[O:26])[CH:11]=[CH:12][C:13]=1[O:14][CH3:15]. The yield is 0.770.